Dataset: Forward reaction prediction with 1.9M reactions from USPTO patents (1976-2016). Task: Predict the product of the given reaction. (1) Given the reactants [NH2:1][C:2]1[NH:3][C:4](=[O:12])[C:5]2[S:10][C:9](=[O:11])[NH:8][C:6]=2[N:7]=1.[C:13]([O:21][CH:22]([C@@H:25]1[CH2:29][C@@H:28]([O:30][C:31](=[O:33])[CH3:32])[CH:27](OC(=O)C)[O:26]1)[CH2:23][CH3:24])(=[O:20])[C:14]1[CH:19]=[CH:18][CH:17]=[CH:16][CH:15]=1.[Si](OS(C(F)(F)F)(=O)=O)(C)(C)C, predict the reaction product. The product is: [C:13]([O:21][CH:22]([C@@H:25]1[CH2:29][C@@H:28]([O:30][C:31](=[O:33])[CH3:32])[C@H:27]([N:8]2[C:6]3[N:7]=[C:2]([NH2:1])[NH:3][C:4](=[O:12])[C:5]=3[S:10][C:9]2=[O:11])[O:26]1)[CH2:23][CH3:24])(=[O:20])[C:14]1[CH:19]=[CH:18][CH:17]=[CH:16][CH:15]=1. (2) Given the reactants C[O:2][C:3]([C:5]1[C:10]2[N:11]=[CH:12][NH:13][C:9]=2[CH:8]=[CH:7][CH:6]=1)=O.O.[NH2:15][NH2:16].O, predict the reaction product. The product is: [N:11]1[C:10]2[C:5]([C:3]([NH:15][NH2:16])=[O:2])=[CH:6][CH:7]=[CH:8][C:9]=2[NH:13][CH:12]=1. (3) Given the reactants [C:1](Cl)(=[O:11])[CH2:2][CH2:3][CH2:4][CH2:5][CH2:6][CH2:7][CH2:8][CH2:9][CH3:10].[NH2:13][C:14]1[CH:19]=[CH:18][C:17]([C:20](=[O:27])[CH2:21][CH2:22][C:23]([O:25]C)=[O:24])=[CH:16][CH:15]=1, predict the reaction product. The product is: [C:1]([NH:13][C:14]1[CH:15]=[CH:16][C:17]([C:20](=[O:27])[CH2:21][CH2:22][C:23]([OH:25])=[O:24])=[CH:18][CH:19]=1)(=[O:11])[CH2:2][CH2:3][CH2:4][CH2:5][CH2:6][CH2:7][CH2:8][CH2:9][CH3:10]. (4) Given the reactants C(N(CC)CC)C.Cl.[F:9][C:10]1[CH:15]=[CH:14][C:13]([NH:16][NH2:17])=[CH:12][CH:11]=1.Cl[CH2:19][C:20]1[CH:21]=[CH:22][C:23]([N:26]2[CH:30]=[CH:29][CH:28]=[N:27]2)=[N:24][CH:25]=1, predict the reaction product. The product is: [F:9][C:10]1[CH:15]=[CH:14][C:13]([N:16]([CH2:19][C:20]2[CH:21]=[CH:22][C:23]([N:26]3[CH:30]=[CH:29][CH:28]=[N:27]3)=[N:24][CH:25]=2)[NH2:17])=[CH:12][CH:11]=1. (5) Given the reactants [C:1]1([CH3:13])[CH:6]=[CH:5][C:4]([N:7]2[CH2:12][CH2:11][NH:10][CH2:9][CH2:8]2)=[CH:3][CH:2]=1.CCN(C(C)C)C(C)C.Br[C:24]1[N:29]=[C:28](/[CH:30]=[C:31]2/[C:32](=[O:37])[NH:33][C:34](=[O:36])[S:35]/2)[CH:27]=[CH:26][CH:25]=1, predict the reaction product. The product is: [C:1]1([CH3:13])[CH:2]=[CH:3][C:4]([N:7]2[CH2:8][CH2:9][N:10]([C:24]3[N:29]=[C:28](/[CH:30]=[C:31]4/[C:32](=[O:37])[NH:33][C:34](=[O:36])[S:35]/4)[CH:27]=[CH:26][CH:25]=3)[CH2:11][CH2:12]2)=[CH:5][CH:6]=1. (6) The product is: [ClH:45].[NH2:7][CH2:8][C:9]1[CH:14]=[CH:13][C:12]([O:15][CH2:16][C:17]([N:18]([CH3:20])[CH3:19])=[O:21])=[C:11]([CH:22]2[CH2:23][CH2:24][N:25]([C:28]([C:30]3[C:38]4[C:33](=[C:34]([CH3:39])[CH:35]=[CH:36][CH:37]=4)[N:32]([CH2:40][CH2:41][O:42][CH3:43])[CH:31]=3)=[O:29])[CH2:26][CH2:27]2)[CH:10]=1. Given the reactants C(OC(=O)[NH:7][CH2:8][C:9]1[CH:14]=[CH:13][C:12]([O:15][CH2:16][C:17](=[O:21])[N:18]([CH3:20])[CH3:19])=[C:11]([CH:22]2[CH2:27][CH2:26][N:25]([C:28]([C:30]3[C:38]4[C:33](=[C:34]([CH3:39])[CH:35]=[CH:36][CH:37]=4)[N:32]([CH2:40][CH2:41][O:42][CH3:43])[CH:31]=3)=[O:29])[CH2:24][CH2:23]2)[CH:10]=1)(C)(C)C.[ClH:45], predict the reaction product. (7) The product is: [Cl:1][C:2]1[C:11]2[C:6](=[CH:7][CH:8]=[C:9]([C:12]([OH:30])([C:24]3[N:28]([CH3:29])[N:27]=[N:26][CH:25]=3)[CH:13]3[CH2:16][N:15]([C:45](=[O:46])[CH3:44])[CH2:14]3)[CH:10]=2)[N:5]=[C:4]([CH3:31])[C:3]=1[CH2:32][C:33]1[CH:38]=[CH:37][C:36]([C:39]([F:40])([F:41])[F:42])=[CH:35][CH:34]=1. Given the reactants [Cl:1][C:2]1[C:11]2[C:6](=[CH:7][CH:8]=[C:9]([C:12]([OH:30])([C:24]3[N:28]([CH3:29])[N:27]=[N:26][CH:25]=3)[CH:13]3[CH2:16][N:15](C(OC(C)(C)C)=O)[CH2:14]3)[CH:10]=2)[N:5]=[C:4]([CH3:31])[C:3]=1[CH2:32][C:33]1[CH:38]=[CH:37][C:36]([C:39]([F:42])([F:41])[F:40])=[CH:35][CH:34]=1.F[C:44](F)(F)[C:45](O)=[O:46].C(=O)(O)[O-].[Na+], predict the reaction product. (8) Given the reactants Cl.[NH2:2][OH:3].[F:4][C:5]1[CH:6]=[C:7]([CH:17]=[CH:18][CH:19]=1)[C:8]([C:10]1[CH:15]=[CH:14][CH:13]=[C:12]([F:16])[CH:11]=1)=O.[OH-].[Na+].Cl, predict the reaction product. The product is: [F:4][C:5]1[CH:6]=[C:7]([CH:17]=[CH:18][CH:19]=1)[C:8](=[N:2][OH:3])[C:10]1[CH:15]=[CH:14][CH:13]=[C:12]([F:16])[CH:11]=1.